Task: Regression. Given a peptide amino acid sequence and an MHC pseudo amino acid sequence, predict their binding affinity value. This is MHC class I binding data.. Dataset: Peptide-MHC class I binding affinity with 185,985 pairs from IEDB/IMGT The peptide sequence is GQMNNGSTPM. The MHC is H-2-Db with pseudo-sequence H-2-Db. The binding affinity (normalized) is 0.556.